Dataset: Experimentally validated miRNA-target interactions with 360,000+ pairs, plus equal number of negative samples. Task: Binary Classification. Given a miRNA mature sequence and a target amino acid sequence, predict their likelihood of interaction. The miRNA is mmu-miR-449a-5p with sequence UGGCAGUGUAUUGUUAGCUGGU. The protein sequence of the target gene is MTTFKEAVTFKDVAVVFTEEELGLLDPAQRKLYRDVMLENFRNLLSVGHQPFHQDTCHFLREEKFWMMGTATQREGNSGGKIQTELESVPEAGAHEEWSCQQIWEQIAKDLTRSQDSIINNSQFFENGDVPSQVEAGLPTIHTGQKPSQGGKCKQSISDVPIFDLPQQLYSEEKSYTCDECGKSICYISALHVHQRVHVGEKLFMCDVCGKEFSQSSHLQTHQRVHTGEKPFKCEQCGKGFSRRSALNVHRKLHTGEKPYICEACGKAFIHDSQLKEHKRIHTGEKPFKCDICGKTFYFR.... Result: 0 (no interaction).